This data is from Reaction yield outcomes from USPTO patents with 853,638 reactions. The task is: Predict the reaction yield, written as a fraction of the theoretical maximum amount of product (1.0 means a 100% yield; for example, 0.34 means a 34% yield). (1) The product is [N+:1]([C:4]1[CH:9]=[CH:8][C:7]([CH:10]([O:16][C:17](=[O:18])[CH3:19])[O:28][C:26](=[O:27])[CH3:25])=[C:6]([O:11][CH3:12])[CH:5]=1)([O-:3])=[O:2]. No catalyst specified. The yield is 0.510. The reactants are [N+:1]([C:4]1[CH:9]=[CH:8][C:7]([CH3:10])=[C:6]([O:11][CH3:12])[CH:5]=1)([O-:3])=[O:2].CC([O:16][C:17]([CH3:19])=[O:18])=O.OS(O)(=O)=O.[CH3:25][C:26]([OH:28])=[O:27]. (2) The yield is 0.638. The reactants are Cl[CH2:2][C:3]1[O:4][CH:5]=[C:6]([OH:10])[C:7](=[O:9])[CH:8]=1.[N-:11]=[N+:12]=[N-:13].[Na+]. The product is [N:11]([CH2:2][C:3]1[O:4][CH:5]=[C:6]([OH:10])[C:7](=[O:9])[CH:8]=1)=[N+:12]=[N-:13]. The catalyst is CN(C=O)C.O.